This data is from Forward reaction prediction with 1.9M reactions from USPTO patents (1976-2016). The task is: Predict the product of the given reaction. (1) Given the reactants [Cl:1][C:2]1[CH:7]=[CH:6][C:5]([C:8]([F:15])([F:14])[C:9]([O:11]CC)=[O:10])=[CH:4][C:3]=1[F:16].CO.O.O.[OH-].[Li+], predict the reaction product. The product is: [Cl:1][C:2]1[CH:7]=[CH:6][C:5]([C:8]([F:14])([F:15])[C:9]([OH:11])=[O:10])=[CH:4][C:3]=1[F:16]. (2) Given the reactants C(C1[CH:8]=[CH:7][N:6]2[C:9]([C:12]3[CH:21]=[CH:20][C:19]4[C:14](=[C:15]([N:22]5[CH2:27][CH2:26][CH:25]([CH2:28][NH:29][C:30](=[O:36])[O:31][C:32]([CH3:35])([CH3:34])[CH3:33])[CH2:24][CH2:23]5)[CH:16]=[CH:17][CH:18]=4)[N:13]=3)=[N:10][N:11]=[C:5]2[CH:4]=1)=C.C[N+]1([O-])CC[O:41]CC1.[CH3:45][C:46]([CH3:48])=[O:47], predict the reaction product. The product is: [OH:47][CH:46]([C:48]1[CH:8]=[CH:7][N:6]2[C:9]([C:12]3[CH:21]=[CH:20][C:19]4[C:14](=[C:15]([N:22]5[CH2:27][CH2:26][CH:25]([CH2:28][NH:29][C:30](=[O:36])[O:31][C:32]([CH3:35])([CH3:34])[CH3:33])[CH2:24][CH2:23]5)[CH:16]=[CH:17][CH:18]=4)[N:13]=3)=[N:10][N:11]=[C:5]2[CH:4]=1)[CH2:45][OH:41]. (3) The product is: [NH2:4][C:5]1[N:9]([CH:10]2[CH2:15][CH2:14][CH2:13][NH:12][CH2:11]2)[N:8]=[C:7]([C:26]2[CH:27]=[CH:28][C:29]([S:32][C:33]3[CH:38]=[CH:37][C:36]([Cl:39])=[CH:35][CH:34]=3)=[CH:30][CH:31]=2)[C:6]=1[C:40]#[N:41]. Given the reactants C([NH:4][C:5]1[N:9]([CH:10]2[CH2:15][CH2:14][CH2:13][N:12](C(OCC3C=CC=CC=3)=O)[CH2:11]2)[N:8]=[C:7]([C:26]2[CH:31]=[CH:30][C:29]([S:32][C:33]3[CH:38]=[CH:37][C:36]([Cl:39])=[CH:35][CH:34]=3)=[CH:28][CH:27]=2)[C:6]=1[C:40]#[N:41])(=O)C.S(=O)(=O)(O)O.[OH-].[NH4+], predict the reaction product.